Task: Predict the reactants needed to synthesize the given product.. Dataset: Full USPTO retrosynthesis dataset with 1.9M reactions from patents (1976-2016) (1) Given the product [CH:7]1([CH2:6][CH:5]([C:12]2[CH:17]=[CH:16][C:15]([S:18]([C:21]3[NH:22][CH:23]=[CH:24][N:25]=3)(=[O:20])=[O:19])=[CH:14][CH:13]=2)[C:4]([NH:27][C:28]2[S:29][CH:30]=[CH:31][N:32]=2)=[O:3])[CH2:11][CH2:10][CH2:9][CH2:8]1, predict the reactants needed to synthesize it. The reactants are: C([O:3][C:4](=O)[CH:5]([C:12]1[CH:17]=[CH:16][C:15]([S:18]([C:21]2[NH:22][CH:23]=[CH:24][N:25]=2)(=[O:20])=[O:19])=[CH:14][CH:13]=1)[CH2:6][CH:7]1[CH2:11][CH2:10][CH2:9][CH2:8]1)C.[NH2:27][C:28]1[S:29][CH:30]=[CH:31][N:32]=1.C[O-].[Mg+2].C[O-].CO. (2) Given the product [F:1][C:2]([F:7])([F:6])[C:3]([OH:5])=[O:4].[CH:8]1([NH:10][CH2:11][C:12]2[CH:13]=[C:14]([C:19]3[CH:20]=[C:21]4[C:25](=[C:26]([C:28]([NH2:30])=[O:29])[CH:27]=3)[NH:24][CH:23]=[C:22]4[CH:31]3[CH2:32][CH2:33][N:34]([S:37]([CH2:40][CH3:41])(=[O:39])=[O:38])[CH2:35][CH2:36]3)[CH:15]=[CH:16][C:17]=2[F:18])[CH2:43][CH2:42][CH2:9]1, predict the reactants needed to synthesize it. The reactants are: [F:1][C:2]([F:7])([F:6])[C:3]([OH:5])=[O:4].[CH2:8]([NH:10][CH2:11][C:12]1[CH:13]=[C:14]([C:19]2[CH:20]=[C:21]3[C:25](=[C:26]([C:28]([NH2:30])=[O:29])[CH:27]=2)[NH:24][CH:23]=[C:22]3[CH:31]2[CH2:36][CH2:35][N:34]([S:37]([CH2:40][CH3:41])(=[O:39])=[O:38])[CH2:33][CH2:32]2)[CH:15]=[CH:16][C:17]=1[F:18])[CH3:9].[CH2:42](N)[CH3:43]. (3) Given the product [F:1][C:2]1[C:3]([C@@H:8]([NH:19][C:20]([C:22]2[N:27]=[CH:26][C:25]([O:28][CH2:29][C:30]([OH:32])=[O:31])=[CH:24][CH:23]=2)=[O:21])[C:9]2[CH:14]=[CH:13][C:12]([C:15]([F:17])([F:16])[F:18])=[CH:11][CH:10]=2)=[N:4][CH:5]=[CH:6][CH:7]=1, predict the reactants needed to synthesize it. The reactants are: [F:1][C:2]1[C:3]([C@@H:8]([NH:19][C:20]([C:22]2[N:27]=[CH:26][C:25]([O:28][CH2:29][C:30]([O:32]C(C)(C)C)=[O:31])=[CH:24][CH:23]=2)=[O:21])[C:9]2[CH:14]=[CH:13][C:12]([C:15]([F:18])([F:17])[F:16])=[CH:11][CH:10]=2)=[N:4][CH:5]=[CH:6][CH:7]=1.C(O)(C(F)(F)F)=O. (4) The reactants are: [C:1](=[O:4])([O-])[OH:2].[K+:5].[C:6]([O:22][C:23]([C:26]([C:29]([O:32][C:33](C(F)=O)([C:35]([F:38])([F:37])[F:36])[F:34])([F:31])[F:30])([F:28])[F:27])([F:25])[F:24])([C:15]([S:18]([F:21])(=[O:20])=[O:19])([F:17])[F:16])([C:8]([S:11]([F:14])(=[O:13])=[O:12])([F:10])[F:9])[F:7]. Given the product [C:6]([O:22][C:23]([C:26]([C:29]([O:32][C:33]([C:1]([O:2][K:5])=[O:4])([C:35]([F:38])([F:37])[F:36])[F:34])([F:31])[F:30])([F:28])[F:27])([F:25])[F:24])([C:15]([S:18]([F:21])(=[O:20])=[O:19])([F:17])[F:16])([C:8]([S:11]([F:14])(=[O:13])=[O:12])([F:10])[F:9])[F:7], predict the reactants needed to synthesize it. (5) Given the product [CH3:19][O:20][C:21](=[O:36])[CH2:22][C@@H:23]1[CH2:24][S:25][C:15]([C:7]2[NH:8][C:9]3[C:5]([CH:6]=2)=[CH:4][C:3]([CH2:2][Cl:18])=[CH:11][C:10]=3[N+:12]([O-:14])=[O:13])=[N:35]1, predict the reactants needed to synthesize it. The reactants are: O[CH2:2][C:3]1[CH:4]=[C:5]2[C:9](=[C:10]([N+:12]([O-:14])=[O:13])[CH:11]=1)[NH:8][C:7]([C:15](O)=O)=[CH:6]2.[ClH:18].[CH3:19][O:20][C:21](=[O:36])[CH2:22][C@@H:23]([NH2:35])[CH2:24][S:25]CC1C=CC(OC)=CC=1.